The task is: Regression. Given two drug SMILES strings and cell line genomic features, predict the synergy score measuring deviation from expected non-interaction effect.. This data is from NCI-60 drug combinations with 297,098 pairs across 59 cell lines. (1) Cell line: OVCAR-4. Drug 1: C1CCC(C1)C(CC#N)N2C=C(C=N2)C3=C4C=CNC4=NC=N3. Drug 2: CC1=C2C(C(=O)C3(C(CC4C(C3C(C(C2(C)C)(CC1OC(=O)C(C(C5=CC=CC=C5)NC(=O)C6=CC=CC=C6)O)O)OC(=O)C7=CC=CC=C7)(CO4)OC(=O)C)O)C)OC(=O)C. Synergy scores: CSS=38.9, Synergy_ZIP=6.07, Synergy_Bliss=5.60, Synergy_Loewe=-70.1, Synergy_HSA=5.50. (2) Drug 1: CCC1(CC2CC(C3=C(CCN(C2)C1)C4=CC=CC=C4N3)(C5=C(C=C6C(=C5)C78CCN9C7C(C=CC9)(C(C(C8N6C=O)(C(=O)OC)O)OC(=O)C)CC)OC)C(=O)OC)O.OS(=O)(=O)O. Synergy scores: CSS=28.2, Synergy_ZIP=-7.46, Synergy_Bliss=0.177, Synergy_Loewe=1.15, Synergy_HSA=0.670. Cell line: LOX IMVI. Drug 2: C1CN(CCN1C(=O)CCBr)C(=O)CCBr. (3) Drug 1: CCC1(CC2CC(C3=C(CCN(C2)C1)C4=CC=CC=C4N3)(C5=C(C=C6C(=C5)C78CCN9C7C(C=CC9)(C(C(C8N6C=O)(C(=O)OC)O)OC(=O)C)CC)OC)C(=O)OC)O.OS(=O)(=O)O. Drug 2: CC(C)NC(=O)C1=CC=C(C=C1)CNNC.Cl. Cell line: M14. Synergy scores: CSS=9.43, Synergy_ZIP=2.95, Synergy_Bliss=5.77, Synergy_Loewe=4.02, Synergy_HSA=4.82. (4) Drug 1: C1CCC(CC1)NC(=O)N(CCCl)N=O. Drug 2: CC1=CC2C(CCC3(C2CCC3(C(=O)C)OC(=O)C)C)C4(C1=CC(=O)CC4)C. Cell line: SK-MEL-5. Synergy scores: CSS=-0.665, Synergy_ZIP=2.14, Synergy_Bliss=4.56, Synergy_Loewe=-12.5, Synergy_HSA=-5.15.